Dataset: Forward reaction prediction with 1.9M reactions from USPTO patents (1976-2016). Task: Predict the product of the given reaction. Given the reactants [N+:1]([C:4]1[CH:8]=[C:7]([C:9]([OH:11])=[O:10])[NH:6][N:5]=1)([O-:3])=[O:2].OS(O)(=O)=O.[CH3:17]O, predict the reaction product. The product is: [N+:1]([C:4]1[CH:8]=[C:7]([C:9]([O:11][CH3:17])=[O:10])[NH:6][N:5]=1)([O-:3])=[O:2].